This data is from Reaction yield outcomes from USPTO patents with 853,638 reactions. The task is: Predict the reaction yield, written as a fraction of the theoretical maximum amount of product (1.0 means a 100% yield; for example, 0.34 means a 34% yield). (1) The reactants are [N+:1]([CH2:4][CH:5]([C:10]1[CH:14]=[CH:13][S:12][CH:11]=1)[CH2:6][C:7]([OH:9])=O)([O-:3])=[O:2]. The product is [N+:1]([CH2:4][CH:5]1[C:10]2[CH:14]=[CH:13][S:12][C:11]=2[C:7](=[O:9])[CH2:6]1)([O-:3])=[O:2]. The catalyst is ClCCCl. The yield is 0.740. (2) The reactants are [CH3:1][C:2]1[C:3]([C:24]([NH2:26])=[O:25])=[N:4][C:5]([C:9]2[CH:14]=[CH:13][C:12](B3OC(C)(C)C(C)(C)O3)=[CH:11][CH:10]=2)=[C:6]([CH3:8])[N:7]=1.P([O-])([O-])([O-])=O.[K+].[K+].[K+].[Cl:35][C:36]1[CH:37]=[C:38]([CH2:50][C:51]([O:53][CH3:54])=[O:52])[CH:39]=[CH:40][C:41]=1OS(C(F)(F)F)(=O)=O. The catalyst is COCCOC.C(O)C.O.Cl[Pd]Cl.C1(P(C2C=CC=CC=2)[C-]2C=CC=C2)C=CC=CC=1.[C-]1(P(C2C=CC=CC=2)C2C=CC=CC=2)C=CC=C1.[Fe+2]. The product is [C:24]([C:3]1[N:4]=[C:5]([C:9]2[CH:10]=[CH:11][C:12]([C:41]3[CH:40]=[CH:39][C:38]([CH2:50][C:51]([O:53][CH3:54])=[O:52])=[CH:37][C:36]=3[Cl:35])=[CH:13][CH:14]=2)[C:6]([CH3:8])=[N:7][C:2]=1[CH3:1])(=[O:25])[NH2:26]. The yield is 0.484.